From a dataset of Forward reaction prediction with 1.9M reactions from USPTO patents (1976-2016). Predict the product of the given reaction. (1) Given the reactants [C:1]1([C:7]2[CH:8]=[CH:9][C:10]3[N:11]([C:13]([C:17]4[S:18][C:19]([C:28]([O:30][CH2:31][CH3:32])=[O:29])=[C:20]([C:22]5[CH:27]=[CH:26][CH:25]=[CH:24][CH:23]=5)[N:21]=4)=[C:14]([CH3:16])[N:15]=3)[CH:12]=2)[CH2:6][CH2:5][CH2:4][CH2:3][CH:2]=1, predict the reaction product. The product is: [CH:1]1([C:7]2[CH:8]=[CH:9][C:10]3[N:11]([C:13]([C:17]4[S:18][C:19]([C:28]([O:30][CH2:31][CH3:32])=[O:29])=[C:20]([C:22]5[CH:23]=[CH:24][CH:25]=[CH:26][CH:27]=5)[N:21]=4)=[C:14]([CH3:16])[N:15]=3)[CH:12]=2)[CH2:2][CH2:3][CH2:4][CH2:5][CH2:6]1. (2) Given the reactants [Br:1][C:2]1[CH:3]=[CH:4][C:5]2[N:6]([C:8]([C:11]([F:25])([F:24])[C:12]3[CH:13]=[CH:14][C:15]4[N:16]([CH:18]=[C:19]([C:21](O)=[O:22])[N:20]=4)[N:17]=3)=[N:9][N:10]=2)[CH:7]=1.C(N(C(C)C)C(C)C)C.[N-:35]=[N+:36]=[N-:37].[Na+].C1CN([P+](ON2N=NC3C=CC=CC2=3)(N2CCCC2)N2CCCC2)CC1.F[P-](F)(F)(F)(F)F.C(O)(=O)CC(CC(O)=O)(C(O)=O)O, predict the reaction product. The product is: [Br:1][C:2]1[CH:3]=[CH:4][C:5]2[N:6]([C:8]([C:11]([F:25])([F:24])[C:12]3[CH:13]=[CH:14][C:15]4[N:16]([CH:18]=[C:19]([C:21]([N:35]=[N+:36]=[N-:37])=[O:22])[N:20]=4)[N:17]=3)=[N:9][N:10]=2)[CH:7]=1. (3) Given the reactants [NH2:1][C:2]1[N:3]=[CH:4][C:5]([C:19]2[CH2:20][CH2:21][CH2:22][N:23](C(OC(C)(C)C)=O)[CH:24]=2)=[N:6][C:7]=1[C:8]1[CH:13]=[CH:12][C:11]([C:14]([O:16][CH3:17])=[O:15])=[C:10]([F:18])[CH:9]=1.C(O)(C(F)(F)F)=O, predict the reaction product. The product is: [NH2:1][C:2]1[C:7]([C:8]2[CH:13]=[CH:12][C:11]([C:14]([O:16][CH3:17])=[O:15])=[C:10]([F:18])[CH:9]=2)=[N:6][C:5]([C:19]2[CH2:20][CH2:21][CH2:22][NH:23][CH:24]=2)=[CH:4][N:3]=1. (4) Given the reactants ClC(Cl)(O[C:5](=[O:11])OC(Cl)(Cl)Cl)Cl.C(N(CC)CC)C.[NH2:20][CH2:21][C:22]1[CH:28]=[C:27]([Br:29])[CH:26]=[CH:25][C:23]=1[NH2:24].[OH-].[Na+], predict the reaction product. The product is: [Br:29][C:27]1[CH:28]=[C:22]2[C:23](=[CH:25][CH:26]=1)[NH:24][C:5](=[O:11])[NH:20][CH2:21]2.